This data is from Forward reaction prediction with 1.9M reactions from USPTO patents (1976-2016). The task is: Predict the product of the given reaction. (1) The product is: [NH2:23][C:22]1[CH:21]=[C:20]([CH3:26])[C:19]([F:18])=[CH:25][C:2]=1[C:3]([OH:5])=[O:4]. Given the reactants Cl[C:2](Cl)(Cl)[CH:3]([OH:5])[OH:4].[O-]S([O-])(=O)=O.[Na+].[Na+].NO.Cl.[F:18][C:19]1[CH:25]=C[C:22]([NH2:23])=[CH:21][C:20]=1[CH3:26], predict the reaction product. (2) Given the reactants [O:1]=[C:2]1[CH2:13][CH2:12][CH:11]=[CH:10][CH2:9][C@@H:8]([CH2:14][C:15]([OH:17])=O)[C:7](=[O:18])[O:6][CH2:5][C@@H:4]([C:19]2[CH:24]=[CH:23][CH:22]=[CH:21][CH:20]=2)[NH:3]1.[Cl:25][C:26]1[CH:31]=[CH:30][C:29]([CH2:32][NH2:33])=[CH:28][CH:27]=1, predict the reaction product. The product is: [Cl:25][C:26]1[CH:31]=[CH:30][C:29]([CH2:32][NH:33][C:15](=[O:17])[CH2:14][C@H:8]2[C:7](=[O:18])[O:6][CH2:5][C@@H:4]([C:19]3[CH:24]=[CH:23][CH:22]=[CH:21][CH:20]=3)[NH:3][C:2](=[O:1])[CH2:13][CH2:12][CH:11]=[CH:10][CH2:9]2)=[CH:28][CH:27]=1. (3) The product is: [F:18][C:19]1[CH:26]=[CH:25][C:22]([CH2:23][N:12]2[C:13]([CH3:17])([CH3:16])[C:14](=[O:15])[N:11]2[CH:2]2[CH:3]3[CH2:4][CH:5]4[CH2:6][CH:7]([CH2:8][CH:1]2[CH2:10]4)[CH2:9]3)=[CH:21][CH:20]=1. Given the reactants [CH:1]12[CH2:10][CH:5]3[CH2:6][CH:7]([CH2:9][CH:3]([CH2:4]3)[CH:2]1[N:11]1[C:14](=[O:15])[C:13]([CH3:17])([CH3:16])[NH:12]1)[CH2:8]2.[F:18][C:19]1[CH:26]=[CH:25][C:22]([CH2:23]Br)=[CH:21][CH:20]=1, predict the reaction product. (4) Given the reactants [CH3:1][CH:2]1[C:10](=[O:11])[C:6]2[CH:7]=[CH:8][S:9][C:5]=2[CH2:4][CH2:3]1.I[CH2:13]C, predict the reaction product. The product is: [CH2:1]([CH:2]1[C:10](=[O:11])[C:6]2[CH:7]=[CH:8][S:9][C:5]=2[CH2:4][CH2:3]1)[CH3:13].